This data is from Forward reaction prediction with 1.9M reactions from USPTO patents (1976-2016). The task is: Predict the product of the given reaction. (1) Given the reactants [CH2:1]([N:8]([CH3:33])[CH:9]1[CH2:15][N:14]([C:16](OC(C)(C)C)=O)[CH2:13][CH2:12][N:11]2[C:23](=[O:32])[C:24]([OH:31])=[C:25]([C:27]([O:29][CH3:30])=[O:28])[N:26]=[C:10]12)[C:2]1[CH:7]=[CH:6][CH:5]=[CH:4][CH:3]=1.C=O.C(N(CC)CC)C.[BH3-]C#N.[Na+], predict the reaction product. The product is: [CH2:1]([N:8]([CH3:33])[CH:9]1[CH2:15][N:14]([CH3:16])[CH2:13][CH2:12][N:11]2[C:23](=[O:32])[C:24]([OH:31])=[C:25]([C:27]([O:29][CH3:30])=[O:28])[N:26]=[C:10]12)[C:2]1[CH:7]=[CH:6][CH:5]=[CH:4][CH:3]=1. (2) Given the reactants [Br:1][C:2]1[CH:7]=[CH:6][C:5]([F:8])=[CH:4][C:3]=1[OH:9].[CH2:10](Br)[CH:11]=[CH2:12].C([O-])([O-])=O.[K+].[K+], predict the reaction product. The product is: [CH2:12]([O:9][C:3]1[CH:4]=[C:5]([F:8])[CH:6]=[CH:7][C:2]=1[Br:1])[CH:11]=[CH2:10]. (3) Given the reactants [CH3:1][O:2][C:3]1[CH:8]=[CH:7][C:6]([CH2:9][C:10]([OH:12])=O)=[CH:5][CH:4]=1.CN(C(ON1N=NC2C=CC=NC1=2)=[N+](C)C)C.F[P-](F)(F)(F)(F)F.C(N(CC)CC)C.[NH:44]1[CH:48]=[C:47]([C:49]2[CH:50]=[C:51]3[C:56](=[CH:57][CH:58]=2)[CH:55]=[N:54][C:53]([NH2:59])=[CH:52]3)[CH:46]=[N:45]1.C([O-])([O-])=O.[K+].[K+], predict the reaction product. The product is: [CH3:1][O:2][C:3]1[CH:4]=[CH:5][C:6]([CH2:9][C:10]([NH:59][C:53]2[N:54]=[CH:55][C:56]3[C:51]([CH:52]=2)=[CH:50][C:49]([C:47]2[CH:46]=[N:45][NH:44][CH:48]=2)=[CH:58][CH:57]=3)=[O:12])=[CH:7][CH:8]=1. (4) Given the reactants [C:1]1([C:7]([C:15]2[CH:20]=[CH:19][CH:18]=[CH:17][CH:16]=2)([C:9]2[CH:14]=[CH:13][CH:12]=[CH:11][CH:10]=2)[SH:8])[CH:6]=[CH:5][CH:4]=[CH:3][CH:2]=1.[H-].[Na+].[CH2:23]([O:25][C:26](=[O:45])[C:27](=[CH2:44])[CH2:28][CH:29]([C:37]([O:39][C:40]([CH3:43])([CH3:42])[CH3:41])=[O:38])[C:30]([O:32][C:33]([CH3:36])([CH3:35])[CH3:34])=[O:31])[CH3:24].CCCCCC, predict the reaction product. The product is: [CH2:23]([O:25][C:26](=[O:45])[CH:27]([CH2:44][S:8][C:7]([C:1]1[CH:2]=[CH:3][CH:4]=[CH:5][CH:6]=1)([C:9]1[CH:10]=[CH:11][CH:12]=[CH:13][CH:14]=1)[C:15]1[CH:16]=[CH:17][CH:18]=[CH:19][CH:20]=1)[CH2:28][CH:29]([C:37]([O:39][C:40]([CH3:43])([CH3:42])[CH3:41])=[O:38])[C:30]([O:32][C:33]([CH3:34])([CH3:35])[CH3:36])=[O:31])[CH3:24]. (5) Given the reactants C([O-])([O-])=O.[K+].[K+].[Na+].[I-].C(N(CC)CC)C.[CH2:16]([NH2:19])[CH:17]=[CH2:18].Br[CH2:21][C:22]([O:24][CH2:25][CH3:26])=[O:23], predict the reaction product. The product is: [CH2:16]([NH:19][CH2:21][C:22]([O:24][CH2:25][CH3:26])=[O:23])[CH:17]=[CH2:18]. (6) Given the reactants Cl[C:2]1[C:7]([C:8]#[N:9])=[C:6]([NH:10][C:11]2[CH:16]=[CH:15][CH:14]=[CH:13][C:12]=2[S:17]([CH:20]([CH3:22])[CH3:21])(=[O:19])=[O:18])[N:5]=[C:4]([NH:23][C:24]2[CH:29]=[C:28]([CH3:30])[C:27]([CH:31]3[CH2:36][CH2:35][N:34]([CH3:37])[CH2:33][CH2:32]3)=[CH:26][C:25]=2[O:38][CH:39]([CH3:41])[CH3:40])[N:3]=1.[NH2:42][NH2:43], predict the reaction product. The product is: [CH:39]([O:38][C:25]1[CH:26]=[C:27]([CH:31]2[CH2:32][CH2:33][N:34]([CH3:37])[CH2:35][CH2:36]2)[C:28]([CH3:30])=[CH:29][C:24]=1[NH:23][C:4]1[N:3]=[C:2]2[NH:42][N:43]=[C:8]([NH2:9])[C:7]2=[C:6]([NH:10][C:11]2[CH:16]=[CH:15][CH:14]=[CH:13][C:12]=2[S:17]([CH:20]([CH3:22])[CH3:21])(=[O:19])=[O:18])[N:5]=1)([CH3:41])[CH3:40]. (7) Given the reactants [CH2:1]([O:5][C:6]1[N:14]=[C:13]2[C:9]([N:10]=[C:11]([O:21][CH3:22])[N:12]2[CH2:15][CH2:16][CH2:17][CH2:18][CH2:19]Cl)=[C:8]([NH2:23])[N:7]=1)[CH2:2][CH2:3][CH3:4].[NH:24]1[CH2:27][CH2:26][CH2:25]1.C(N(CC)C(C)C)(C)C, predict the reaction product. The product is: [N:24]1([CH2:19][CH2:18][CH2:17][CH2:16][CH2:15][N:12]2[C:11]([O:21][CH3:22])=[N:10][C:9]3[C:13]2=[N:14][C:6]([O:5][CH2:1][CH2:2][CH2:3][CH3:4])=[N:7][C:8]=3[NH2:23])[CH2:27][CH2:26][CH2:25]1. (8) Given the reactants C(N(C(C)C)CC)(C)C.[NH2:10][C:11]1[CH:26]=[CH:25][C:24]([Cl:27])=[CH:23][C:12]=1[C:13]([NH:15][CH2:16][CH:17]1[CH2:22][CH2:21][CH2:20][CH2:19][CH2:18]1)=[O:14].[CH:28]1[C:37]2[CH:36]=[CH:35][CH:34]=[C:33]([C:38](O)=[O:39])[C:32]=2[CH:31]=[CH:30][N:29]=1.CN(C(ON1N=NC2C=CC=NC1=2)=[N+](C)C)C.F[P-](F)(F)(F)(F)F, predict the reaction product. The product is: [Cl:27][C:24]1[CH:25]=[CH:26][C:11]([NH:10][C:38]([C:33]2[C:32]3[CH:31]=[CH:30][N:29]=[CH:28][C:37]=3[CH:36]=[CH:35][CH:34]=2)=[O:39])=[C:12]([C:13]([NH:15][CH2:16][CH:17]2[CH2:22][CH2:21][CH2:20][CH2:19][CH2:18]2)=[O:14])[CH:23]=1. (9) Given the reactants [C:1]1([C:10]([OH:12])=O)[CH:2]=[CH:3][N:4]2[C:9]=1[CH2:8][CH2:7][CH2:6][CH2:5]2.ON1C2C=CC=CC=2N=N1.Cl.C(N=C=NCCCN(C)C)C.[C:35]1([C@H:41]([NH2:44])[CH2:42][CH3:43])[CH:40]=[CH:39][CH:38]=[CH:37][CH:36]=1, predict the reaction product. The product is: [C:35]1([C@H:41]([NH:44][C:10]([C:1]2[CH:2]=[CH:3][N:4]3[C:9]=2[CH2:8][CH2:7][CH2:6][CH2:5]3)=[O:12])[CH2:42][CH3:43])[CH:40]=[CH:39][CH:38]=[CH:37][CH:36]=1. (10) Given the reactants [F:1][C:2]([F:24])([F:23])[C:3]1[CH:4]=[C:5]([C:13]2[N:14]=[C:15]([CH2:18][C:19]([O:21]C)=[O:20])[O:16][CH:17]=2)[CH:6]=[C:7]([C:9]([F:12])([F:11])[F:10])[CH:8]=1, predict the reaction product. The product is: [F:12][C:9]([F:10])([F:11])[C:7]1[CH:6]=[C:5]([C:13]2[N:14]=[C:15]([CH2:18][C:19]([OH:21])=[O:20])[O:16][CH:17]=2)[CH:4]=[C:3]([C:2]([F:1])([F:24])[F:23])[CH:8]=1.